Dataset: Reaction yield outcomes from USPTO patents with 853,638 reactions. Task: Predict the reaction yield, written as a fraction of the theoretical maximum amount of product (1.0 means a 100% yield; for example, 0.34 means a 34% yield). (1) The reactants are Br[C:2]1[CH:3]=[N:4][CH:5]=[C:6]([O:8][CH3:9])[CH:7]=1.C([Sn](CCCC)(CCCC)[C:15]([O:17]CC)=[CH2:16])CCC. The catalyst is C1(C)C=CC=CC=1.C1C=CC([P]([Pd]([P](C2C=CC=CC=2)(C2C=CC=CC=2)C2C=CC=CC=2)([P](C2C=CC=CC=2)(C2C=CC=CC=2)C2C=CC=CC=2)[P](C2C=CC=CC=2)(C2C=CC=CC=2)C2C=CC=CC=2)(C2C=CC=CC=2)C2C=CC=CC=2)=CC=1. The product is [CH3:9][O:8][C:6]1[CH:7]=[C:2]([C:15](=[O:17])[CH3:16])[CH:3]=[N:4][CH:5]=1. The yield is 0.660. (2) The reactants are [CH3:1][C:2]1[O:6][N:5]=[C:4]([C:7]2[CH:12]=[CH:11][CH:10]=[CH:9][CH:8]=2)[C:3]=1[CH2:13][O:14][C:15]1[N:16]=[CH:17][C:18]([C:21]([OH:23])=O)=[N:19][CH:20]=1.[CH:24]([NH2:27])([CH3:26])[CH3:25]. No catalyst specified. The product is [CH:24]([NH:27][C:21]([C:18]1[CH:17]=[N:16][C:15]([O:14][CH2:13][C:3]2[C:4]([C:7]3[CH:8]=[CH:9][CH:10]=[CH:11][CH:12]=3)=[N:5][O:6][C:2]=2[CH3:1])=[CH:20][N:19]=1)=[O:23])([CH3:26])[CH3:25]. The yield is 0.330.